Dataset: Forward reaction prediction with 1.9M reactions from USPTO patents (1976-2016). Task: Predict the product of the given reaction. Given the reactants [CH:1]1([O:6][C:7](=[O:25])[NH:8][CH2:9][C:10]2([C:13]3[N:24]=[C:16]4[C:17]([O:22][CH3:23])=[CH:18][CH:19]=[C:20](I)[N:15]4[N:14]=3)[CH2:12][CH2:11]2)[CH2:5][CH2:4][CH2:3][CH2:2]1.C([O-])([O-])=O.[K+].[K+].[C:32]([C:34]1[CH:35]=[C:36](B(O)O)[CH:37]=[CH:38][CH:39]=1)#[N:33], predict the reaction product. The product is: [CH:1]1([O:6][C:7](=[O:25])[NH:8][CH2:9][C:10]2([C:13]3[N:24]=[C:16]4[C:17]([O:22][CH3:23])=[CH:18][CH:19]=[C:20]([C:38]5[CH:37]=[CH:36][CH:35]=[C:34]([C:32]#[N:33])[CH:39]=5)[N:15]4[N:14]=3)[CH2:12][CH2:11]2)[CH2:5][CH2:4][CH2:3][CH2:2]1.